Dataset: Full USPTO retrosynthesis dataset with 1.9M reactions from patents (1976-2016). Task: Predict the reactants needed to synthesize the given product. (1) The reactants are: [NH2:1][C:2]1[N:7]=[CH:6][C:5]([C:8]([N:10]2[CH2:15][CH2:14][O:13][CH2:12][CH2:11]2)=[O:9])=[CH:4][CH:3]=1.Br[C:17]1[C:18](=[O:25])[N:19]([CH3:24])[N:20]=[C:21]([Cl:23])[CH:22]=1.CC1(C)C2C(=C(P(C3C=CC=CC=3)C3C=CC=CC=3)C=CC=2)OC2C(P(C3C=CC=CC=3)C3C=CC=CC=3)=CC=CC1=2.C(=O)([O-])[O-].[Cs+].[Cs+]. Given the product [Cl:23][C:21]1[CH:22]=[C:17]([NH:1][C:2]2[CH:3]=[CH:4][C:5]([C:8]([N:10]3[CH2:15][CH2:14][O:13][CH2:12][CH2:11]3)=[O:9])=[CH:6][N:7]=2)[C:18](=[O:25])[N:19]([CH3:24])[N:20]=1, predict the reactants needed to synthesize it. (2) The reactants are: [OH:1][C:2]1[CH:7]=[CH:6][C:5]([CH:8]2[CH2:13][CH2:12][C:11](=[CH:14][C:15]([O:17][CH3:18])=[O:16])[CH2:10][CH2:9]2)=[CH:4][CH:3]=1. Given the product [OH:1][C:2]1[CH:3]=[CH:4][C:5]([C@H:8]2[CH2:9][CH2:10][C@H:11]([CH2:14][C:15]([O:17][CH3:18])=[O:16])[CH2:12][CH2:13]2)=[CH:6][CH:7]=1, predict the reactants needed to synthesize it.